This data is from Reaction yield outcomes from USPTO patents with 853,638 reactions. The task is: Predict the reaction yield, written as a fraction of the theoretical maximum amount of product (1.0 means a 100% yield; for example, 0.34 means a 34% yield). (1) The reactants are [O:1]=[C:2]1[NH:7][CH:6]([C:8]2[CH:9]=[C:10]([CH:13]=[CH:14][CH:15]=2)[C:11]#[N:12])[C:5]([C:16]2[CH:21]=[CH:20][CH:19]=[CH:18][CH:17]=2)=[C:4]([C:22]2[CH:27]=[CH:26][CH:25]=[CH:24][CH:23]=2)[NH:3]1.[NH2:28][OH:29].Cl.C([O-])([O-])=O.[Na+].[Na+]. The catalyst is CO. The product is [OH:29][NH:28][C:11](=[NH:12])[C:10]1[CH:13]=[CH:14][CH:15]=[C:8]([CH:6]2[C:5]([C:16]3[CH:21]=[CH:20][CH:19]=[CH:18][CH:17]=3)=[C:4]([C:22]3[CH:23]=[CH:24][CH:25]=[CH:26][CH:27]=3)[NH:3][C:2](=[O:1])[NH:7]2)[CH:9]=1. The yield is 0.195. (2) The reactants are [CH3:1][C:2]1[C:6]([CH3:7])=[C:5]([NH:8][C:9](=[O:16])OCC(Cl)(Cl)Cl)[O:4][N:3]=1.[CH3:17][O:18][C:19]1[CH:20]=[C:21]([C:25]2[N:26]=[C:27]([N:30]3[CH2:35][CH2:34][NH:33][CH2:32][CH2:31]3)[S:28][CH:29]=2)[CH:22]=[CH:23][CH:24]=1.C(N(C(C)C)CC)(C)C.O. The catalyst is CS(C)=O. The product is [CH3:1][C:2]1[C:6]([CH3:7])=[C:5]([NH:8][C:9]([N:33]2[CH2:34][CH2:35][N:30]([C:27]3[S:28][CH:29]=[C:25]([C:21]4[CH:22]=[CH:23][CH:24]=[C:19]([O:18][CH3:17])[CH:20]=4)[N:26]=3)[CH2:31][CH2:32]2)=[O:16])[O:4][N:3]=1. The yield is 0.428. (3) The reactants are [H-].[Na+].[Cl:3][C:4]1[CH:11]=[C:10]([NH:12][C@H:13]2[CH2:17][C:16](=[O:18])[N:15]([CH:19]([CH3:21])[CH3:20])[CH2:14]2)[CH:9]=[CH:8][C:5]=1[C:6]#[N:7].Br[CH2:23][C:24]1[CH:29]=[CH:28][CH:27]=[CH:26][C:25]=1[F:30]. The catalyst is CN(C=O)C. The product is [Cl:3][C:4]1[CH:11]=[C:10]([N:12]([CH2:23][C:24]2[CH:29]=[CH:28][CH:27]=[CH:26][C:25]=2[F:30])[C@H:13]2[CH2:17][C:16](=[O:18])[N:15]([CH:19]([CH3:21])[CH3:20])[CH2:14]2)[CH:9]=[CH:8][C:5]=1[C:6]#[N:7]. The yield is 0.790. (4) The reactants are [S:1]1[CH:5]=[CH:4][N:3]=[C:2]1[C:6]1[N:7]=[C:8]2[C:14]3[CH:15]=[CH:16][CH:17]=[CH:18][C:13]=3[NH:12][C:11]3[N:19]=[CH:20][CH:21]=[CH:22][C:10]=3[N:9]2[C:23]=1[C:24]1[CH:29]=[CH:28][C:27]([C:30]2([NH:34]C(=O)OC(C)(C)C)[CH2:33][CH2:32][CH2:31]2)=[CH:26][CH:25]=1.Cl.O1CCOCC1. The catalyst is ClCCl.C(OCC)C. The product is [S:1]1[CH:5]=[CH:4][N:3]=[C:2]1[C:6]1[N:7]=[C:8]2[C:14]3[CH:15]=[CH:16][CH:17]=[CH:18][C:13]=3[NH:12][C:11]3[N:19]=[CH:20][CH:21]=[CH:22][C:10]=3[N:9]2[C:23]=1[C:24]1[CH:29]=[CH:28][C:27]([C:30]2([NH2:34])[CH2:33][CH2:32][CH2:31]2)=[CH:26][CH:25]=1. The yield is 0.760. (5) The reactants are [Br:1][C:2]1[CH:10]=[C:9]2[C:5]([CH:6]=[N:7][NH:8]2)=[CH:4][C:3]=1[O:11][C:12]1[CH:17]=[CH:16][C:15]([F:18])=[CH:14][C:13]=1[F:19].[CH3:20][C:21]1([O:24][CH2:23]1)[CH3:22].C(=O)([O-])[O-].[K+].[K+]. The product is [Br:1][C:2]1[CH:10]=[C:9]2[C:5]([CH:6]=[N:7][N:8]2[CH2:20][C:21]([CH3:23])([OH:24])[CH3:22])=[CH:4][C:3]=1[O:11][C:12]1[CH:17]=[CH:16][C:15]([F:18])=[CH:14][C:13]=1[F:19]. The catalyst is CN(C)C(=O)C. The yield is 0.510.